Predict which catalyst facilitates the given reaction. From a dataset of Catalyst prediction with 721,799 reactions and 888 catalyst types from USPTO. (1) Reactant: Cl.[NH:2]1[CH2:5][CH:4]([C:6]2[C:7]([N:12]3[CH2:17][CH2:16][CH:15]([CH2:18][OH:19])[CH2:14][CH2:13]3)=[N:8][CH:9]=[CH:10][N:11]=2)[CH2:3]1.Cl[C:21]1[CH:30]=[CH:29][C:28]2[C:23](=[CH:24][CH:25]=[C:26]([CH3:31])[CH:27]=2)[N:22]=1.C([O-])([O-])=O.[Cs+].[Cs+]. Product: [CH3:31][C:26]1[CH:27]=[C:28]2[C:23](=[CH:24][CH:25]=1)[N:22]=[C:21]([N:2]1[CH2:5][CH:4]([C:6]3[C:7]([N:12]4[CH2:17][CH2:16][CH:15]([CH2:18][OH:19])[CH2:14][CH2:13]4)=[N:8][CH:9]=[CH:10][N:11]=3)[CH2:3]1)[CH:30]=[CH:29]2. The catalyst class is: 18. (2) Reactant: [Cl:1][C:2]1[CH:3]=[C:4]([OH:17])[CH:5]=[C:6]([O:15][CH3:16])[C:7]=1[CH2:8][N:9]1[CH2:14][CH2:13][CH2:12][CH2:11][CH2:10]1.N1C=CC=CC=1.[F:24][C:25]([F:31])([F:30])[S:26](Cl)(=[O:28])=[O:27]. Product: [Cl:1][C:2]1[CH:3]=[C:4]([O:17][S:26]([C:25]([F:31])([F:30])[F:24])(=[O:28])=[O:27])[CH:5]=[C:6]([O:15][CH3:16])[C:7]=1[CH2:8][N:9]1[CH2:10][CH2:11][CH2:12][CH2:13][CH2:14]1. The catalyst class is: 2.